From a dataset of Forward reaction prediction with 1.9M reactions from USPTO patents (1976-2016). Predict the product of the given reaction. (1) Given the reactants [CH3:1][N:2]([CH3:16])[CH2:3][CH2:4][O:5][C:6]1[CH:15]=[CH:14][CH:13]=[CH:12][C:7]=1[O:8][CH2:9][CH2:10][OH:11].CC(C)([O-])C.[K+].Cl[C:24]1[C:29]([N:30]2[CH2:35][CH2:34][NH:33][CH2:32][C@H:31]2[CH3:36])=[N:28][CH:27]=[CH:26][N:25]=1, predict the reaction product. The product is: [CH3:1][N:2]([CH3:16])[CH2:3][CH2:4][O:5][C:6]1[CH:15]=[CH:14][CH:13]=[CH:12][C:7]=1[O:8][CH2:9][CH2:10][O:11][C:24]1[C:29]([N:30]2[CH2:35][CH2:34][NH:33][CH2:32][C@H:31]2[CH3:36])=[N:28][CH:27]=[CH:26][N:25]=1. (2) Given the reactants C(N[C:6]1[N:14]=[C:13]2[C:9]([N:10]=[C:11]([O:23][CH3:24])[N:12]2[CH2:15][CH2:16][CH2:17][CH:18]2[CH2:22][CH2:21][O:20][CH2:19]2)=[C:8]([NH2:25])[N:7]=1)CCC.FC(F)(F)C(O)=O.[CH:33]1([CH2:36][CH2:37][O:38]C2NC(N)=C3C(N=2)=NC(OC)=N3)[CH2:35][CH2:34]1.BrCCCC1CCOC1, predict the reaction product. The product is: [CH:33]1([CH2:36][CH2:37][O:38][C:6]2[N:14]=[C:13]3[C:9]([N:10]=[C:11]([O:23][CH3:24])[N:12]3[CH2:15][CH2:16][CH2:17][CH:18]3[CH2:22][CH2:21][O:20][CH2:19]3)=[C:8]([NH2:25])[N:7]=2)[CH2:35][CH2:34]1. (3) Given the reactants [Cl:1][C:2]1[CH:28]=[CH:27][C:5]([CH2:6][NH:7][C:8]2[N:12]([CH3:13])[C:11]3[CH:14]=[CH:15][C:16]([N:18]([C:20]4[CH:25]=[CH:24][N:23]=[C:22](Cl)[N:21]=4)[CH3:19])=[CH:17][C:10]=3[N:9]=2)=[CH:4][CH:3]=1.[NH2:29][C:30]1[CH:31]=[C:32]([S:36]([NH2:39])(=[O:38])=[O:37])[CH:33]=[CH:34][CH:35]=1, predict the reaction product. The product is: [ClH:1].[Cl:1][C:2]1[CH:3]=[CH:4][C:5]([CH2:6][NH:7][C:8]2[N:12]([CH3:13])[C:11]3[CH:14]=[CH:15][C:16]([N:18]([CH3:19])[C:20]4[CH:25]=[CH:24][N:23]=[C:22]([NH:29][C:30]5[CH:31]=[C:32]([S:36]([NH2:39])(=[O:37])=[O:38])[CH:33]=[CH:34][CH:35]=5)[N:21]=4)=[CH:17][C:10]=3[N:9]=2)=[CH:27][CH:28]=1.